Predict the reactants needed to synthesize the given product. From a dataset of Retrosynthesis with 50K atom-mapped reactions and 10 reaction types from USPTO. (1) The reactants are: CCOC(=O)C(C(=O)OCC)C(CC(C)C)C[N+](=O)[O-]. Given the product CCOC(=O)CC(CC(C)C)C[N+](=O)[O-], predict the reactants needed to synthesize it. (2) Given the product O=C1NCc2cc(O)cc(Br)c21, predict the reactants needed to synthesize it. The reactants are: COc1cc(Br)c2c(c1)CNC2=O. (3) Given the product N[C@@H](Cc1ccc(NC(=O)c2c(Cl)cccc2Cl)cc1)C(=O)O, predict the reactants needed to synthesize it. The reactants are: O=C(N[C@@H](Cc1ccc(NC(=O)c2c(Cl)cccc2Cl)cc1)C(=O)O)OCC1c2ccccc2-c2ccccc21. (4) Given the product NS(=O)(=O)c1cc(C(=O)O)cc(NC/C=C/CBr)c1Oc1ccccc1, predict the reactants needed to synthesize it. The reactants are: BrC/C=C/CBr.Nc1cc(C(=O)O)cc(S(N)(=O)=O)c1Oc1ccccc1. (5) Given the product O=C(Nc1nc2c(s1)Cc1cc(Cl)ccc1-2)c1ccncc1, predict the reactants needed to synthesize it. The reactants are: Nc1nc2c(s1)Cc1cc(Cl)ccc1-2.O=C(Cl)c1ccncc1. (6) Given the product CCCCCS(=O)(=O)NC(=O)/C=C/c1ccc(OCCOC)cc1OCC1CCCCC1, predict the reactants needed to synthesize it. The reactants are: CCCCCS(N)(=O)=O.COCCOc1ccc(/C=C/C(=O)O)c(OCC2CCCCC2)c1. (7) Given the product CCc1cc(N2CCCCC2)c(S(C)(=O)=O)cc1C(=O)N=C(N)N, predict the reactants needed to synthesize it. The reactants are: CCc1cc(N2CCCCC2)c(S(C)(=O)=O)cc1C(=O)Cl.N=C(N)N.